From a dataset of Reaction yield outcomes from USPTO patents with 853,638 reactions. Predict the reaction yield, written as a fraction of the theoretical maximum amount of product (1.0 means a 100% yield; for example, 0.34 means a 34% yield). (1) The reactants are [CH3:1][O:2][C:3](=[O:22])[CH2:4][N:5]1[C:13]2[C:8](=[CH:9][C:10]([O:14]CC3C=CC=CC=3)=[CH:11][CH:12]=2)[CH:7]=[CH:6]1.CO. The catalyst is O1CCCC1.[H][H].[C].[Pd]. The product is [CH3:1][O:2][C:3](=[O:22])[CH2:4][N:5]1[C:13]2[C:8](=[CH:9][C:10]([OH:14])=[CH:11][CH:12]=2)[CH:7]=[CH:6]1. The yield is 0.920. (2) The reactants are [Cl:1][C:2]1[CH:3]=[C:4]([C:10]([CH2:37][N+:38]([O-])=O)([C:33]([F:36])([F:35])[F:34])[CH2:11][C:12]([C:14]2[CH:15]=[C:16]3[C:20](=[CH:21][CH:22]=2)[C:19]2([CH2:25][N:24]([C:26]([O:28][C:29]([CH3:32])([CH3:31])[CH3:30])=[O:27])[CH2:23]2)[O:18][CH2:17]3)=O)[CH:5]=[C:6]([Cl:9])[C:7]=1[F:8]. The catalyst is C(O)C. The product is [Cl:9][C:6]1[CH:5]=[C:4]([C:10]2([C:33]([F:34])([F:36])[F:35])[CH2:11][C:12]([C:14]3[CH:15]=[C:16]4[C:20](=[CH:21][CH:22]=3)[C:19]3([CH2:23][N:24]([C:26]([O:28][C:29]([CH3:31])([CH3:30])[CH3:32])=[O:27])[CH2:25]3)[O:18][CH2:17]4)=[N:38][CH2:37]2)[CH:3]=[C:2]([Cl:1])[C:7]=1[F:8]. The yield is 0.406. (3) The reactants are [Cl:1][C:2]1[CH:13]=[CH:12][C:5]([CH2:6][CH:7]([C:10]#[N:11])[C:8]#[N:9])=[CH:4][CH:3]=1.C(=O)([O-])[O-].[Cs+].[Cs+].FC(F)(F)S(O[CH2:26][C:27]([F:32])([F:31])[CH:28]([F:30])[F:29])(=O)=O. The catalyst is CN(C)C=O. The product is [Cl:1][C:2]1[CH:3]=[CH:4][C:5]([CH2:6][C:7]([CH2:26][C:27]([F:32])([F:31])[CH:28]([F:30])[F:29])([C:8]#[N:9])[C:10]#[N:11])=[CH:12][CH:13]=1. The yield is 0.0700. (4) The reactants are Br[C:2]1[CH:7]=[CH:6][C:5]([O:8][CH3:9])=[CH:4][CH:3]=1.[Mg].[I-].[Br:12][C:13]1[CH:14]=[C:15]([CH:18]=[CH:19][CH:20]=1)[C:16]#[N:17].[BH4-].[Na+].[Cl-].[NH4+]. The catalyst is O1CCCC1.CO. The product is [Br:12][C:13]1[CH:14]=[C:15]([CH:16]([C:2]2[CH:7]=[CH:6][C:5]([O:8][CH3:9])=[CH:4][CH:3]=2)[NH2:17])[CH:18]=[CH:19][CH:20]=1. The yield is 0.810. (5) The reactants are [H-].[Al+3].[Li+].[H-].[H-].[H-].C([CH2:10][C:11]1[CH:16]=[CH:15][C:14]([CH2:17][CH2:18][CH2:19][CH2:20][N:21]=[N+]=[N-])=[CH:13][CH:12]=1)(O)=O.[OH2:24].[OH-].[Na+]. The catalyst is C1COCC1. The product is [OH:24][CH2:10][C:11]1[CH:16]=[CH:15][C:14]([CH2:17][CH2:18][CH2:19][CH2:20][NH2:21])=[CH:13][CH:12]=1. The yield is 0.640. (6) The reactants are [CH3:1][C:2]1[C:16](=[O:17])[N:15]=[C:14]2[N:4]([C@@H:5]3[O:9][C@H:8]([CH2:10][OH:11])[C@@H:7]([OH:12])[C@@H:6]3[O:13]2)[CH:3]=1.[CH3:18][O:19][CH2:20][CH2:21][O:22]B([O:22][CH2:21][CH2:20][O:19][CH3:18])[O:22][CH2:21][CH2:20][O:19][CH3:18]. The catalyst is COCCO. The product is [CH3:18][O:19][CH2:20][CH2:21][O:22][C@@H:6]1[C@H:7]([OH:12])[C@@H:8]([CH2:10][OH:11])[O:9][C@H:5]1[N:4]1[CH:3]=[C:2]([CH3:1])[C:16](=[O:17])[NH:15][C:14]1=[O:13]. The yield is 0.630. (7) The yield is 0.420. The product is [CH:1]1([NH:7][C:28]2[N:27]=[C:26]([C:19]3[C:20]4[C:21](=[N:22][CH:23]=[CH:24][CH:25]=4)[NH:17][CH:18]=3)[CH:31]=[CH:30][N:29]=2)[CH2:6][CH2:5][CH2:4][CH2:3][CH2:2]1. The reactants are [CH:1]1([NH2:7])[CH2:6][CH2:5][CH2:4][CH2:3][CH2:2]1.C1(S([N:17]2[C:21]3=[N:22][CH:23]=[CH:24][CH:25]=[C:20]3[C:19]([C:26]3[CH:31]=[CH:30][N:29]=[C:28](Cl)[N:27]=3)=[CH:18]2)(=O)=O)C=CC=CC=1. No catalyst specified.